This data is from NCI-60 drug combinations with 297,098 pairs across 59 cell lines. The task is: Regression. Given two drug SMILES strings and cell line genomic features, predict the synergy score measuring deviation from expected non-interaction effect. Drug 1: CC12CCC3C(C1CCC2=O)CC(=C)C4=CC(=O)C=CC34C. Drug 2: C#CCC(CC1=CN=C2C(=N1)C(=NC(=N2)N)N)C3=CC=C(C=C3)C(=O)NC(CCC(=O)O)C(=O)O. Cell line: EKVX. Synergy scores: CSS=15.5, Synergy_ZIP=-0.942, Synergy_Bliss=-3.94, Synergy_Loewe=-3.54, Synergy_HSA=-2.41.